This data is from Forward reaction prediction with 1.9M reactions from USPTO patents (1976-2016). The task is: Predict the product of the given reaction. Given the reactants [O:1]1[CH2:6][CH2:5][O:4][C:3]2[CH:7]=[C:8]([CH2:11][NH2:12])[CH:9]=[CH:10][C:2]1=2.[CH:13](OCC)=O.CC[N+](S(N=C(OC)[O-])(=O)=O)(CC)CC, predict the reaction product. The product is: [N+:12]([CH2:11][C:8]1[CH:9]=[CH:10][C:2]2[O:1][CH2:6][CH2:5][O:4][C:3]=2[CH:7]=1)#[C-:13].